This data is from Catalyst prediction with 721,799 reactions and 888 catalyst types from USPTO. The task is: Predict which catalyst facilitates the given reaction. (1) Reactant: [N:1]([CH:4]([C:6]1[N:7]=[C:8]2[S:22][CH:21]=[C:20]([CH3:23])[N:9]2[C:10](=[O:19])[C:11]=1[C:12]1[CH:13]=[N:14][CH:15]=[C:16]([F:18])[CH:17]=1)[CH3:5])=[N+]=[N-].CP(C)C. Product: [NH2:1][CH:4]([C:6]1[N:7]=[C:8]2[S:22][CH:21]=[C:20]([CH3:23])[N:9]2[C:10](=[O:19])[C:11]=1[C:12]1[CH:13]=[N:14][CH:15]=[C:16]([F:18])[CH:17]=1)[CH3:5]. The catalyst class is: 7. (2) Reactant: [CH:1](/[C:9]1[N:10]=[C:11]2[CH:17]=[CH:16][N:15]([S:18]([C:21]3[CH:27]=[CH:26][C:24]([CH3:25])=[CH:23][CH:22]=3)(=[O:20])=[O:19])[C:12]2=[N:13][CH:14]=1)=C\C1C=CC=CC=1.[O:28]1CCOCC1. Product: [S:18]([N:15]1[C:12]2=[N:13][CH:14]=[C:9]([CH:1]=[O:28])[N:10]=[C:11]2[CH:17]=[CH:16]1)([C:21]1[CH:27]=[CH:26][C:24]([CH3:25])=[CH:23][CH:22]=1)(=[O:20])=[O:19]. The catalyst class is: 6. (3) Reactant: [CH3:1][O:2][C:3]1[CH:4]=[C:5]([NH:15][C:16]2[NH:20][C:19]([NH2:21])=[N:18][N:17]=2)[CH:6]=[CH:7][C:8]=1[N:9]1[CH:13]=[C:12]([CH3:14])[N:11]=[CH:10]1.C[N:23](C)/[CH:24]=[C:25](/[C:28](=O)[C:29]1[CH:34]=[CH:33][CH:32]=[CH:31][C:30]=1[F:35])\[C:26]#N. Product: [F:35][C:30]1[CH:31]=[CH:32][CH:33]=[CH:34][C:29]=1[C:28]1[N:18]2[N:17]=[C:16]([NH:15][C:5]3[CH:6]=[CH:7][C:8]([N:9]4[CH:13]=[C:12]([CH3:14])[N:11]=[CH:10]4)=[C:3]([O:2][CH3:1])[CH:4]=3)[N:20]=[C:19]2[N:21]=[CH:26][C:25]=1[C:24]#[N:23]. The catalyst class is: 15. (4) Reactant: C([O:8][C:9]1[CH:14]=[CH:13][C:12]([C@@H:15]([OH:34])[CH2:16][NH:17][C:18]([CH3:33])([CH3:32])[CH2:19][CH2:20][N:21]2[CH:25]=[C:24]([C:26]3[CH:31]=[CH:30][CH:29]=[CH:28][CH:27]=3)[N:23]=[CH:22]2)=[CH:11][C:10]=1[NH:35][S:36]([C:39]1[CH:40]=[CH:41][CH:42]=[C:43]2[C:48]=1[NH:47][CH2:46][CH2:45][CH2:44]2)(=[O:38])=[O:37])C1C=CC=CC=1.[H][H]. Product: [CH3:33][C:18]([NH:17][CH2:16][C@@H:15]([C:12]1[CH:13]=[CH:14][C:9]([OH:8])=[C:10]([NH:35][S:36]([C:39]2[CH:40]=[CH:41][CH:42]=[C:43]3[C:48]=2[NH:47][CH2:46][CH2:45][CH2:44]3)(=[O:37])=[O:38])[CH:11]=1)[OH:34])([CH3:32])[CH2:19][CH2:20][N:21]1[CH:25]=[C:24]([C:26]2[CH:31]=[CH:30][CH:29]=[CH:28][CH:27]=2)[N:23]=[CH:22]1. The catalyst class is: 29.